Dataset: Reaction yield outcomes from USPTO patents with 853,638 reactions. Task: Predict the reaction yield, written as a fraction of the theoretical maximum amount of product (1.0 means a 100% yield; for example, 0.34 means a 34% yield). The reactants are [CH2:1]([O:3][C:4]([C:6]1[S:10][C:9]([NH2:11])=[N:8][C:7]=1[CH3:12])=[O:5])[CH3:2].[C:13]([O:17][C:18]([O:20]C(OC(C)(C)C)=O)=[O:19])([CH3:16])([CH3:15])[CH3:14]. The catalyst is CN(C)C1C=CN=CC=1.O1CCCC1. The product is [CH2:1]([O:3][C:4]([C:6]1[S:10][C:9]([NH:11][O:20][C:18]([O:17][C:13]([CH3:16])([CH3:15])[CH3:14])=[O:19])=[N:8][C:7]=1[CH3:12])=[O:5])[CH3:2]. The yield is 0.720.